This data is from Reaction yield outcomes from USPTO patents with 853,638 reactions. The task is: Predict the reaction yield, written as a fraction of the theoretical maximum amount of product (1.0 means a 100% yield; for example, 0.34 means a 34% yield). (1) The reactants are [CH3:1][N:2]([CH2:13][C:14]1[N:18]([CH2:19][C:20]2[CH:25]=[CH:24][C:23]([CH2:26][N:27]([CH2:35][C:36]3[CH:41]=[CH:40][CH:39]=[CH:38][N:37]=3)C(=O)OC(C)(C)C)=[CH:22][CH:21]=2)[C:17]2[CH:42]=[CH:43][CH:44]=[CH:45][C:16]=2[N:15]=1)[CH:3]1[C:12]2[N:11]=[CH:10][CH:9]=[CH:8][C:7]=2[CH2:6][CH2:5][CH2:4]1.N1CC(CN2C3C=CC=CC=3N=C2CN(C)C2C3N=CC=CC=3CCC2)C1. No catalyst specified. The product is [CH3:1][N:2]([CH2:13][C:14]1[N:18]([CH2:19][C:20]2[CH:25]=[CH:24][C:23]([CH2:26][NH:27][CH2:35][C:36]3[CH:41]=[CH:40][CH:39]=[CH:38][N:37]=3)=[CH:22][CH:21]=2)[C:17]2[CH:42]=[CH:43][CH:44]=[CH:45][C:16]=2[N:15]=1)[CH:3]1[C:12]2[N:11]=[CH:10][CH:9]=[CH:8][C:7]=2[CH2:6][CH2:5][CH2:4]1. The yield is 0.960. (2) The reactants are C([O:8][C:9]1[CH:27]=[CH:26][CH:25]=[CH:24][C:10]=1[CH2:11][C:12]1[CH:17]=[CH:16][C:15]([C:18]2(O)[CH2:22][CH2:21][CH2:20][CH2:19]2)=[CH:14][CH:13]=1)C1C=CC=CC=1.Cl.C(=O)([O-])[O-].[K+].[K+]. The catalyst is CO.[OH-].[Pd+2].[OH-]. The product is [CH:18]1([C:15]2[CH:16]=[CH:17][C:12]([CH2:11][C:10]3[CH:24]=[CH:25][CH:26]=[CH:27][C:9]=3[OH:8])=[CH:13][CH:14]=2)[CH2:19][CH2:20][CH2:21][CH2:22]1. The yield is 0.920. (3) The reactants are [CH3:1][C:2]1[CH:10]=[C:9]2[C:5]([CH:6]=[C:7]([CH2:11][CH2:12][C:13]([O:15]C)=[O:14])[NH:8]2)=[CH:4][CH:3]=1.O[Li].O.Cl. The catalyst is C1COCC1.CO.O.O. The product is [CH3:1][C:2]1[CH:10]=[C:9]2[C:5]([CH:6]=[C:7]([CH2:11][CH2:12][C:13]([OH:15])=[O:14])[NH:8]2)=[CH:4][CH:3]=1. The yield is 0.900. (4) The reactants are Br[C:2]1[CH:3]=[N:4][C:5]([O:11][CH2:12][CH3:13])=[C:6]([CH:10]=1)[C:7]([OH:9])=[O:8].[CH:14]([O:16]CCCC)=[CH2:15].C1(C)C=CC=CC=1P(C1C=CC=CC=1C)C1C=CC=CC=1C.Cl. The catalyst is C(#N)C.O.C([O-])(=O)C.[Pd+2].C([O-])(=O)C.C(N(CC)CC)C. The product is [C:14]([C:2]1[CH:3]=[N:4][C:5]([O:11][CH2:12][CH3:13])=[C:6]([CH:10]=1)[C:7]([OH:9])=[O:8])(=[O:16])[CH3:15]. The yield is 0.630.